Dataset: Acute oral toxicity (LD50) regression data from Zhu et al.. Task: Regression/Classification. Given a drug SMILES string, predict its toxicity properties. Task type varies by dataset: regression for continuous values (e.g., LD50, hERG inhibition percentage) or binary classification for toxic/non-toxic outcomes (e.g., AMES mutagenicity, cardiotoxicity, hepatotoxicity). Dataset: ld50_zhu. The molecule is Cc1ccc2[nH]c(C(F)(F)F)nc2c1Br. The rat oral LD50 is 3.64, given as -log10 of the dose in mol/kg body weight (higher means more acutely toxic).